From a dataset of Catalyst prediction with 721,799 reactions and 888 catalyst types from USPTO. Predict which catalyst facilitates the given reaction. (1) Reactant: [OH:1][N:2]=[C:3]([C@H:5]1[CH2:10][CH2:9][C@H:8]([C:11]([O:13][CH3:14])=[O:12])[CH2:7][CH2:6]1)[NH2:4].[C:15](N1C=CN=C1)(N1C=CN=C1)=[O:16]. Product: [O:16]=[C:15]1[O:1][N:2]=[C:3]([C@H:5]2[CH2:6][CH2:7][C@H:8]([C:11]([O:13][CH3:14])=[O:12])[CH2:9][CH2:10]2)[NH:4]1. The catalyst class is: 12. (2) Reactant: [CH3:1][O:2][C:3](=[O:20])[C:4]1[CH:9]=[C:8]([NH2:10])[C:7]([NH2:11])=[C:6]([F:12])[C:5]=1[NH:13][C:14]1[CH:19]=[CH:18][CH:17]=[CH:16][CH:15]=1.[CH3:21][C:22](=O)CC(=O)C.C([O-])(O)=O.[Na+]. Product: [CH3:1][O:2][C:3]([C:4]1[C:5]([NH:13][C:14]2[CH:15]=[CH:16][CH:17]=[CH:18][CH:19]=2)=[C:6]([F:12])[C:7]2[N:11]=[C:21]([CH3:22])[NH:10][C:8]=2[CH:9]=1)=[O:20]. The catalyst class is: 8. (3) Reactant: [Br:1][C:2]1[N:3]=[C:4]([C:18]([F:21])([F:20])[F:19])[C:5]([C:15](O)=[O:16])=[N:6][C:7]=1[C:8]1[CH:13]=[CH:12][C:11]([Cl:14])=[CH:10][CH:9]=1.ClC(N(C)C)=C(C)C.[NH2:30][C@@H:31]1[CH2:36][CH2:35][CH2:34][CH2:33][C@H:32]1[OH:37].C(N(C(C)C)C(C)C)C.C(O)(=O)CC(CC(O)=O)(C(O)=O)O. Product: [OH:37][C@@H:32]1[CH2:33][CH2:34][CH2:35][CH2:36][C@H:31]1[NH:30][C:15]([C:5]1[C:4]([C:18]([F:20])([F:21])[F:19])=[N:3][C:2]([Br:1])=[C:7]([C:8]2[CH:13]=[CH:12][C:11]([Cl:14])=[CH:10][CH:9]=2)[N:6]=1)=[O:16]. The catalyst class is: 96.